Task: Regression/Classification. Given a drug SMILES string, predict its toxicity properties. Task type varies by dataset: regression for continuous values (e.g., LD50, hERG inhibition percentage) or binary classification for toxic/non-toxic outcomes (e.g., AMES mutagenicity, cardiotoxicity, hepatotoxicity). Dataset: ld50_zhu.. Dataset: Acute oral toxicity (LD50) regression data from Zhu et al. (1) The molecule is C=CC(=O)OCCCCCC. The rat oral LD50 is 0.779, given as -log10 of the dose in mol/kg body weight (higher means more acutely toxic). (2) The drug is Cc1cc(Cl)ccc1NC(=S)N(C)C. The rat oral LD50 is 1.96, given as -log10 of the dose in mol/kg body weight (higher means more acutely toxic). (3) The rat oral LD50 is 5.14, given as -log10 of the dose in mol/kg body weight (higher means more acutely toxic). The molecule is CCOP(=S)(OCC)SCS(=O)CC. (4) The drug is CC(O)CF. The rat oral LD50 is 1.38, given as -log10 of the dose in mol/kg body weight (higher means more acutely toxic). (5) The compound is CC(=O)OCN(C)N=O. The rat oral LD50 is 3.01, given as -log10 of the dose in mol/kg body weight (higher means more acutely toxic). (6) The rat oral LD50 is 1.98, given as -log10 of the dose in mol/kg body weight (higher means more acutely toxic). The drug is CCc1cccc(CC)c1N(CNC(C)=O)C(=O)CCl.